Dataset: Full USPTO retrosynthesis dataset with 1.9M reactions from patents (1976-2016). Task: Predict the reactants needed to synthesize the given product. (1) Given the product [Cl:3][CH:18]1[CH:19]([CH:8]=[O:9])[C:20]2[C:25](=[CH:24][CH:23]=[CH:22][CH:21]=2)[N:17]1[C:13]1[CH:12]=[N:11][CH:16]=[CH:15][CH:14]=1, predict the reactants needed to synthesize it. The reactants are: P(Cl)(Cl)([Cl:3])=O.CN(C)[CH:8]=[O:9].[N:11]1[CH:16]=[CH:15][CH:14]=[C:13]([N:17]2[C:25]3[C:20](=[CH:21][CH:22]=[CH:23][CH:24]=3)[CH2:19][C:18]2=O)[CH:12]=1.[OH-].[NH4+]. (2) Given the product [NH2:42][C:43]1[C:53]([O:54][CH2:55][O:56][CH3:57])=[CH:52][C:46]([C:47]([O:49][CH2:50][CH3:51])=[O:48])=[CH:45][C:44]=1[CH:1]1[CH2:3][CH2:2]1, predict the reactants needed to synthesize it. The reactants are: [CH:1]1(B(O)O)[CH2:3][CH2:2]1.C(=O)([O-])[O-].[Na+].[Na+].C1(P(C2CCCCC2)C2C=CC=CC=2C2C(OC)=CC=CC=2OC)CCCCC1.[NH2:42][C:43]1[C:53]([O:54][CH2:55][O:56][CH3:57])=[CH:52][C:46]([C:47]([O:49][CH2:50][CH3:51])=[O:48])=[CH:45][C:44]=1I.